Dataset: hERG Central: cardiac toxicity at 1µM, 10µM, and general inhibition. Task: Predict hERG channel inhibition at various concentrations. (1) The drug is Cc1ccc(CNCC(O)(c2ccc(F)cc2)c2ccc(F)cc2)cc1. Results: hERG_inhib (hERG inhibition (general)): blocker. (2) The compound is CC1CC(C)CN(CCCNC(=O)c2ccc(CS(=O)(=O)Cc3cccc(Cl)c3)o2)C1. Results: hERG_inhib (hERG inhibition (general)): blocker. (3) The drug is O=C(CN1CCN(Cc2ccc(Cl)cc2)CC1)N/N=C/c1cccs1. Results: hERG_inhib (hERG inhibition (general)): blocker. (4) The compound is Cc1cnc(=O)[nH]c1SCc1ccc([N+](=O)[O-])cc1. Results: hERG_inhib (hERG inhibition (general)): blocker. (5) The compound is Cc1ccc(OCCCCN2CCCC(C)C2)c([N+](=O)[O-])c1.O=C(O)C(=O)O. Results: hERG_inhib (hERG inhibition (general)): blocker. (6) The molecule is CC(CCN1C(Nc2ccccc2)=NC[C@@H]1C)c1ccccc1. Results: hERG_inhib (hERG inhibition (general)): blocker. (7) The compound is COc1cccc(OC)c1OCCCCN1CCC(Cc2ccccc2)CC1.O=C(O)C(=O)O. Results: hERG_inhib (hERG inhibition (general)): blocker.